From a dataset of Full USPTO retrosynthesis dataset with 1.9M reactions from patents (1976-2016). Predict the reactants needed to synthesize the given product. (1) Given the product [CH3:5][C:6]1([CH3:22])[O:10][CH:9]([CH2:11][O:12][C:13]2[CH:18]=[CH:17][C:16]([C:19](=[O:21])[CH2:20][C:23](=[O:29])[C:24]([O:26][CH2:27][CH3:28])=[O:25])=[CH:15][CH:14]=2)[CH2:8][O:7]1, predict the reactants needed to synthesize it. The reactants are: [Na].C(O)C.[CH3:5][C:6]1([CH3:22])[O:10][CH:9]([CH2:11][O:12][C:13]2[CH:18]=[CH:17][C:16]([C:19](=[O:21])[CH3:20])=[CH:15][CH:14]=2)[CH2:8][O:7]1.[C:23](OCC)(=[O:29])[C:24]([O:26][CH2:27][CH3:28])=[O:25]. (2) Given the product [Cl:16][CH2:15][CH2:14][CH2:13][N:1]1[CH2:6][CH2:5][CH:4]([CH2:7][CH2:8][OH:9])[CH2:3][CH2:2]1, predict the reactants needed to synthesize it. The reactants are: [NH:1]1[CH2:6][CH2:5][CH:4]([CH2:7][CH2:8][OH:9])[CH2:3][CH2:2]1.[OH-].[Na+].Br[CH2:13][CH2:14][CH2:15][Cl:16]. (3) Given the product [CH3:19][C:18]1[CH:17]=[C:16]([C:20]2[N:24]=[C:23]([C:25]3[S:32][C:31]([CH3:33])=[C:30]4[C:26]=3[CH2:27][C@H:28]3[C:34]([CH3:35])([CH3:36])[C@H:29]34)[O:22][N:21]=2)[CH:15]=[C:14]([CH3:37])[C:13]=1[O:12][CH2:11][C:5]([N+:8]([O-:10])=[O:9])([CH2:6][OH:7])[CH2:4][OH:3], predict the reactants needed to synthesize it. The reactants are: CC1(C)[O:7][CH2:6][C:5]([CH2:11][O:12][C:13]2[C:18]([CH3:19])=[CH:17][C:16]([C:20]3[N:24]=[C:23]([C:25]4[S:32][C:31]([CH3:33])=[C:30]5[C:26]=4[CH2:27][C@H:28]4[C:34]([CH3:36])([CH3:35])[C@H:29]45)[O:22][N:21]=3)=[CH:15][C:14]=2[CH3:37])([N+:8]([O-:10])=[O:9])[CH2:4][O:3]1.[OH-].[Na+].